From a dataset of Full USPTO retrosynthesis dataset with 1.9M reactions from patents (1976-2016). Predict the reactants needed to synthesize the given product. (1) The reactants are: [SH:1][C:2]1[CH:3]=[C:4]([O:8][CH3:9])[CH:5]=[CH:6][CH:7]=1.[OH-].[K+].[F:12][C:13]1[CH:22]=[CH:21][C:16]([C:17](=[O:20])[CH2:18]Br)=[CH:15][CH:14]=1. Given the product [F:12][C:13]1[CH:22]=[CH:21][C:16]([C:17](=[O:20])[CH2:18][S:1][C:2]2[CH:7]=[CH:6][CH:5]=[C:4]([O:8][CH3:9])[CH:3]=2)=[CH:15][CH:14]=1, predict the reactants needed to synthesize it. (2) Given the product [CH3:20][N:18]1[CH:19]=[C:14]([N:11]2[CH2:12][CH2:13][NH:8][CH2:9][CH2:10]2)[C:15](=[O:23])[N:16]([CH3:22])[C:17]1=[O:21], predict the reactants needed to synthesize it. The reactants are: C([N:8]1[CH2:13][CH2:12][N:11]([C:14]2[C:15](=[O:23])[N:16]([CH3:22])[C:17](=[O:21])[N:18]([CH3:20])[CH:19]=2)[CH2:10][CH2:9]1)C1C=CC=CC=1.C(O)=O. (3) Given the product [CH2:10]([N:7]([CH2:8][CH3:9])[CH2:6][CH2:5][O:4][CH2:3][CH2:2][NH:1][C:13]1[CH2:17][S:16][C:15](=[O:18])[N:14]=1)[CH3:11], predict the reactants needed to synthesize it. The reactants are: [NH2:1][CH2:2][CH2:3][O:4][CH2:5][CH2:6][N:7]([CH2:10][CH3:11])[CH2:8][CH3:9].S=[C:13]1[CH2:17][S:16][C:15](=[O:18])[NH:14]1.